This data is from Forward reaction prediction with 1.9M reactions from USPTO patents (1976-2016). The task is: Predict the product of the given reaction. (1) The product is: [CH3:21][N:22]1[CH:26]=[C:25]([NH:27][C:2]2[N:3]=[C:4]([NH:11][CH2:12][CH:13]3[CH2:16][N:15]([C:17](=[O:20])[CH:18]=[CH2:19])[CH2:14]3)[C:5]3[S:10][CH:9]=[CH:8][C:6]=3[N:7]=2)[CH:24]=[N:23]1. Given the reactants Cl[C:2]1[N:3]=[C:4]([NH:11][CH2:12][CH:13]2[CH2:16][N:15]([C:17](=[O:20])[CH:18]=[CH2:19])[CH2:14]2)[C:5]2[S:10][CH:9]=[CH:8][C:6]=2[N:7]=1.[CH3:21][N:22]1[CH:26]=[C:25]([NH2:27])[CH:24]=[N:23]1.FC(F)(F)C(O)=O, predict the reaction product. (2) Given the reactants [NH:1]1[C:9]2[C:4](=[CH:5][C:6]([CH:10]3[CH2:15][CH2:14][N:13](C(OC(C)(C)C)=O)[CH2:12][CH2:11]3)=[CH:7][CH:8]=2)[CH:3]=[N:2]1.C(=O)(O)[O-].[Na+], predict the reaction product. The product is: [NH:13]1[CH2:12][CH2:11][CH:10]([C:6]2[CH:5]=[C:4]3[C:9](=[CH:8][CH:7]=2)[NH:1][N:2]=[CH:3]3)[CH2:15][CH2:14]1.